This data is from Peptide-MHC class I binding affinity with 185,985 pairs from IEDB/IMGT. The task is: Regression. Given a peptide amino acid sequence and an MHC pseudo amino acid sequence, predict their binding affinity value. This is MHC class I binding data. (1) The binding affinity (normalized) is 0.373. The peptide sequence is YPWAIFHPH. The MHC is HLA-B83:01 with pseudo-sequence HLA-B83:01. (2) The peptide sequence is YEFLQPILL. The MHC is HLA-B35:01 with pseudo-sequence HLA-B35:01. The binding affinity (normalized) is 0.